Dataset: CYP2C19 inhibition data for predicting drug metabolism from PubChem BioAssay. Task: Regression/Classification. Given a drug SMILES string, predict its absorption, distribution, metabolism, or excretion properties. Task type varies by dataset: regression for continuous measurements (e.g., permeability, clearance, half-life) or binary classification for categorical outcomes (e.g., BBB penetration, CYP inhibition). Dataset: cyp2c19_veith. (1) The drug is CC(C)(C)CNCCO. The result is 0 (non-inhibitor). (2) The molecule is CO[C@H]1COC(=O)C/C=C\[C@H](C)COC(=O)[C@@H](C)NC(=O)C/C=C\[C@@H]1C. The result is 0 (non-inhibitor). (3) The result is 0 (non-inhibitor). The compound is c1nc(NC2CCNCC2)c2cc(-c3ccc4c(c3)OCO4)ccc2n1. (4) The molecule is CC(C)(C)c1ccc(NS(=O)(=O)c2ccc(N)cc2)cc1. The result is 1 (inhibitor). (5) The molecule is Cn1nnnc1SCc1ccccc1[N+](=O)[O-]. The result is 1 (inhibitor). (6) The compound is CC(=O)Nc1ccc(N2CCCCC2)cc1. The result is 1 (inhibitor). (7) The molecule is Cn1cccc1C(=O)N1CCC2(CC1)CCN(c1cccc(-c3ccccc3)c1)CC2. The result is 0 (non-inhibitor).